Task: Regression. Given a peptide amino acid sequence and an MHC pseudo amino acid sequence, predict their binding affinity value. This is MHC class II binding data.. Dataset: Peptide-MHC class II binding affinity with 134,281 pairs from IEDB (1) The peptide sequence is NPIASTNDDEVLIEV. The MHC is DRB4_0101 with pseudo-sequence DRB4_0103. The binding affinity (normalized) is 0.493. (2) The peptide sequence is NYNCKILPNTLVLDF. The MHC is DRB3_0101 with pseudo-sequence DRB3_0101. The binding affinity (normalized) is 0.532. (3) The peptide sequence is LSELPDFLAKKGGEA. The MHC is DRB1_1501 with pseudo-sequence DRB1_1501. The binding affinity (normalized) is 0.205.